From a dataset of Forward reaction prediction with 1.9M reactions from USPTO patents (1976-2016). Predict the product of the given reaction. (1) Given the reactants C(OC([N:8]1[CH2:17][CH2:16][C:15]2[C:11](=[C:12](OS(C(F)(F)F)(=O)=O)[N:13]([CH:18]([CH3:20])[CH3:19])[N:14]=2)[CH2:10][CH2:9]1)=O)(C)(C)C.[F:29][C:30]1[CH:35]=[CH:34][C:33](B(O)O)=[CH:32][CH:31]=1, predict the reaction product. The product is: [F:29][C:30]1[CH:35]=[CH:34][C:33]([C:12]2[N:13]([CH:18]([CH3:19])[CH3:20])[N:14]=[C:15]3[C:11]=2[CH2:10][CH2:9][NH:8][CH2:17][CH2:16]3)=[CH:32][CH:31]=1. (2) Given the reactants [Cl:1][C:2]1[CH:7]=[C:6]([Cl:8])[CH:5]=[CH:4][C:3]=1[CH2:9][C@H:10]([NH:23][C:24]1[S:25][C:26]([C:29]2[CH:30]=[C:31]3[C:36](=[CH:37][CH:38]=2)[CH:35]=[N:34][CH:33]=[CH:32]3)=[N:27][N:28]=1)[CH2:11][N:12]1C(=O)C2C=CC=CC=2C1=O.ClC1C=C(Cl)C=CC=1C[C@H](NC(NNC(C1C=C2C(=CC=1)C=NC=C2)=O)=S)CN1C(=O)C2C=CC=CC=2C1=O, predict the reaction product. The product is: [NH2:12][CH2:11][C@@H:10]([NH:23][C:24]1[S:25][C:26]([C:29]2[CH:30]=[C:31]3[C:36](=[CH:37][CH:38]=2)[CH:35]=[N:34][CH:33]=[CH:32]3)=[N:27][N:28]=1)[CH2:9][C:3]1[CH:4]=[CH:5][C:6]([Cl:8])=[CH:7][C:2]=1[Cl:1]. (3) Given the reactants Cl.[C:2]([O:6][C:7](=[O:14])[C@H:8]([CH2:10][CH:11]([CH3:13])[CH3:12])[NH2:9])([CH3:5])([CH3:4])[CH3:3].C(N(CC)C(C)C)(C)C.[CH2:24]([O:31][C:32]([NH:34][C@H:35]([C:37](O)=[O:38])[CH3:36])=[O:33])[C:25]1[CH:30]=[CH:29][CH:28]=[CH:27][CH:26]=1.CN(C(ON1N=NC2C=CC=NC1=2)=[N+](C)C)C.F[P-](F)(F)(F)(F)F, predict the reaction product. The product is: [C:2]([O:6][C:7](=[O:14])[C@@H:8]([NH:9][C:37](=[O:38])[C@@H:35]([NH:34][C:32]([O:31][CH2:24][C:25]1[CH:30]=[CH:29][CH:28]=[CH:27][CH:26]=1)=[O:33])[CH3:36])[CH2:10][CH:11]([CH3:12])[CH3:13])([CH3:5])([CH3:4])[CH3:3]. (4) Given the reactants C1(CC(C2C=CC(S(C(F)(F)F)(=O)=O)=CC=2)C(O)=O)CCCC1.NC1SC=C(CC(OC)=O)N=1.COC(=O)C[C:39]1[N:40]=[C:41]([NH:44][C:45](=[O:66])[CH:46]([C:53]2[CH:58]=[CH:57][C:56]([S:59]([C:62]([F:65])([F:64])[F:63])(=[O:61])=[O:60])=[CH:55][CH:54]=2)[CH2:47][CH:48]2[CH2:52][CH2:51][CH2:50][CH2:49]2)[S:42][CH:43]=1, predict the reaction product. The product is: [CH:48]1([CH2:47][CH:46]([C:53]2[CH:58]=[CH:57][C:56]([S:59]([C:62]([F:63])([F:64])[F:65])(=[O:60])=[O:61])=[CH:55][CH:54]=2)[C:45]([NH:44][C:41]2[S:42][CH:43]=[CH:39][N:40]=2)=[O:66])[CH2:52][CH2:51][CH2:50][CH2:49]1. (5) Given the reactants [CH2:1]([O:3][C:4]([C:6]1([C:9]2[CH:14]=[CH:13][C:12]([C:15]3[CH:20]=[CH:19][C:18]([C:21]4[O:25][N:24]=[C:23]([CH3:26])[C:22]=4[NH2:27])=[CH:17][CH:16]=3)=[CH:11][CH:10]=2)[CH2:8][CH2:7]1)=[O:5])[CH3:2].Br[C:29]1[CH:34]=[CH:33][CH:32]=[C:31]([O:35][CH2:36][CH2:37][CH2:38][CH3:39])[N:30]=1, predict the reaction product. The product is: [CH2:1]([O:3][C:4]([C:6]1([C:9]2[CH:10]=[CH:11][C:12]([C:15]3[CH:20]=[CH:19][C:18]([C:21]4[O:25][N:24]=[C:23]([CH3:26])[C:22]=4[NH:27][C:29]4[CH:34]=[CH:33][CH:32]=[C:31]([O:35][CH2:36][CH2:37][CH2:38][CH3:39])[N:30]=4)=[CH:17][CH:16]=3)=[CH:13][CH:14]=2)[CH2:8][CH2:7]1)=[O:5])[CH3:2].